This data is from Catalyst prediction with 721,799 reactions and 888 catalyst types from USPTO. The task is: Predict which catalyst facilitates the given reaction. (1) Reactant: [O:1]=[C:2]1[NH:7][CH:6]([CH2:8][C:9]2[CH:32]=[CH:31][C:12]([O:13][C:14]3[CH:30]=[CH:29][C:17]([CH:18]=[C:19]4[CH:27]=[CH:26][C:25]5[NH:24][C:23](=[O:28])[CH2:22][C:21]=5[CH2:20]4)=[CH:16][CH:15]=3)=[CH:11][CH:10]=2)[CH2:5][O:4][CH2:3]1. Product: [O:1]=[C:2]1[NH:7][CH:6]([CH2:8][C:9]2[CH:32]=[CH:31][C:12]([O:13][C:14]3[CH:30]=[CH:29][C:17]([CH2:18][C:19]4[CH:20]=[C:21]5[C:25](=[CH:26][CH:27]=4)[NH:24][C:23](=[O:28])[CH2:22]5)=[CH:16][CH:15]=3)=[CH:11][CH:10]=2)[CH2:5][O:4][CH2:3]1. The catalyst class is: 19. (2) Reactant: [C:1](Cl)(=[O:4])[CH:2]=[CH2:3].[Cl:6][C:7]1[C:8]([C:30]2[CH:31]=[N:32][N:33]3[CH:38]=[CH:37][CH:36]=[CH:35][C:34]=23)=[N:9][C:10]([NH:13][C:14]2[CH:15]=[C:16]([NH2:29])[C:17]([N:22]3[CH2:27][CH2:26][N:25]([CH3:28])[CH2:24][CH2:23]3)=[CH:18][C:19]=2[O:20][CH3:21])=[N:11][CH:12]=1.CCN(C(C)C)C(C)C.[Cl-]. Product: [Cl:6][C:7]1[C:8]([C:30]2[CH:31]=[N:32][N:33]3[CH:38]=[CH:37][CH:36]=[CH:35][C:34]=23)=[N:9][C:10]([NH:13][C:14]2[C:19]([O:20][CH3:21])=[CH:18][C:17]([N:22]3[CH2:23][CH2:24][N:25]([CH3:28])[CH2:26][CH2:27]3)=[C:16]([NH:29][C:1](=[O:4])[CH:2]=[CH2:3])[CH:15]=2)=[N:11][CH:12]=1. The catalyst class is: 2. (3) Reactant: [NH:1]1[C:9]2[C:4](=[CH:5][CH:6]=[CH:7][N:8]=2)[CH:3]=[CH:2]1.[Cl:10][C:11]1[CH:28]=[CH:27][C:14]([CH2:15][O:16][C:17]2[CH:24]=[CH:23][C:20]([CH:21]=[O:22])=[CH:19][C:18]=2[O:25][CH3:26])=[CH:13][CH:12]=1.[CH3:29]O.[OH-].[K+]. Product: [Cl:10][C:11]1[CH:28]=[CH:27][C:14]([CH2:15][O:16][C:17]2[CH:24]=[CH:23][C:20]([CH:21]([O:22][CH3:29])[C:3]3[C:4]4[C:9](=[N:8][CH:7]=[CH:6][CH:5]=4)[NH:1][CH:2]=3)=[CH:19][C:18]=2[O:25][CH3:26])=[CH:13][CH:12]=1. The catalyst class is: 84. (4) Reactant: [CH3:1][O:2][C:3]1[CH:24]=[CH:23][C:6]([C:7]([NH:9][CH:10]2[CH2:15][CH2:14][CH2:13][N:12]([C:16]([O:18][C:19]([CH3:22])([CH3:21])[CH3:20])=[O:17])[CH2:11]2)=[O:8])=[C:5]([N+:25]([O-])=O)[CH:4]=1. Product: [NH2:25][C:5]1[CH:4]=[C:3]([O:2][CH3:1])[CH:24]=[CH:23][C:6]=1[C:7]([NH:9][CH:10]1[CH2:15][CH2:14][CH2:13][N:12]([C:16]([O:18][C:19]([CH3:22])([CH3:21])[CH3:20])=[O:17])[CH2:11]1)=[O:8]. The catalyst class is: 579. (5) Reactant: [OH:1][CH2:2][CH:3]([NH:5][C:6](=[O:14])[C:7]1[CH:12]=[CH:11][CH:10]=[CH:9][C:8]=1[I:13])[CH3:4].C(N(CC)CC)C.CCOC(C)=O.C([O-])(O)=O.[Na+]. Product: [O:1]=[CH:2][CH:3]([NH:5][C:6](=[O:14])[C:7]1[CH:12]=[CH:11][CH:10]=[CH:9][C:8]=1[I:13])[CH3:4]. The catalyst class is: 58. (6) Reactant: [C:1]([C:5]1[C:6]([OH:18])=[C:7]([CH:12]=[C:13]([N+:15]([O-:17])=[O:16])[CH:14]=1)[C:8]([O:10][CH3:11])=[O:9])([CH3:4])([CH3:3])[CH3:2].[C:19](=O)([O-])[O-].[K+].[K+].S(OC)(OC)(=O)=O. Product: [C:1]([C:5]1[C:6]([O:18][CH3:19])=[C:7]([CH:12]=[C:13]([N+:15]([O-:17])=[O:16])[CH:14]=1)[C:8]([O:10][CH3:11])=[O:9])([CH3:4])([CH3:2])[CH3:3]. The catalyst class is: 21. (7) The catalyst class is: 6. Product: [C:12]([C:11]1[C:3]([C:2]([F:14])([F:1])[F:15])=[C:4]2[C:8](=[CH:9][CH:10]=1)[N:7]([CH2:16][C:17](=[NH:30])[NH:21][OH:22])[CH:6]=[CH:5]2)#[N:13]. Reactant: [F:1][C:2]([F:15])([F:14])[C:3]1[C:11]([C:12]#[N:13])=[CH:10][CH:9]=[C:8]2[C:4]=1[CH:5]=[CH:6][NH:7]2.[CH3:16][C:17]([O-])=O.[Na+].[NH2:21][OH:22].Cl.C([O-])(O)=O.[Na+].C[N:30](C=O)C. (8) Reactant: Br[C:2]1[CH:3]=[C:4]2[C:8](=[CH:9][CH:10]=1)[N:7]([C:11]([O:13][C:14]([CH3:17])([CH3:16])[CH3:15])=[O:12])[CH2:6][CH2:5]2.CC([O-])=O.[K+].[CH3:23][C:24]1([CH3:40])[C:28]([CH3:30])([CH3:29])[O:27][B:26]([B:26]2[O:27][C:28]([CH3:30])([CH3:29])[C:24]([CH3:40])([CH3:23])[O:25]2)[O:25]1. Product: [CH3:23][C:24]1([CH3:40])[C:28]([CH3:30])([CH3:29])[O:27][B:26]([C:2]2[CH:3]=[C:4]3[C:8](=[CH:9][CH:10]=2)[N:7]([C:11]([O:13][C:14]([CH3:17])([CH3:16])[CH3:15])=[O:12])[CH2:6][CH2:5]3)[O:25]1. The catalyst class is: 75.